Predict the reactants needed to synthesize the given product. From a dataset of Full USPTO retrosynthesis dataset with 1.9M reactions from patents (1976-2016). (1) Given the product [N+:8]([C:6]1[CH:5]=[C:4]([NH:11][C:12](=[O:14])[CH3:13])[CH:3]=[C:2]([N:15]2[CH:20]=[CH:19][CH:18]=[CH:17][C:16]2=[O:21])[CH:7]=1)([O-:10])=[O:9], predict the reactants needed to synthesize it. The reactants are: Br[C:2]1[CH:3]=[C:4]([NH:11][C:12](=[O:14])[CH3:13])[CH:5]=[C:6]([N+:8]([O-:10])=[O:9])[CH:7]=1.[N:15]1[CH:20]=[CH:19][CH:18]=[CH:17][C:16]=1[OH:21].C(=O)([O-])[O-].[K+].[K+]. (2) Given the product [CH2:8]([O:15][C:16](=[O:50])[N:17]([CH2:24][C:25]1[CH:49]=[CH:48][C:28]2[N:29]([CH:42]3[CH2:47][CH2:46][CH2:45][N:44]([C:54](=[O:55])[C:53]([C:51]#[N:52])=[CH:57][CH:58]([CH3:60])[CH3:59])[CH2:43]3)[C:30]([NH:32][C:33](=[O:41])[C:34]3[CH:35]=[CH:36][C:37]([Cl:40])=[CH:38][CH:39]=3)=[N:31][C:27]=2[CH:26]=1)[C@H:18]([C:20]([CH3:22])([CH3:23])[CH3:21])[CH3:19])[C:9]1[CH:10]=[CH:11][CH:12]=[CH:13][CH:14]=1, predict the reactants needed to synthesize it. The reactants are: OC(C(F)(F)F)=O.[CH2:8]([O:15][C:16](=[O:50])[N:17]([CH2:24][C:25]1[CH:49]=[CH:48][C:28]2[N:29]([CH:42]3[CH2:47][CH2:46][CH2:45][NH:44][CH2:43]3)[C:30]([NH:32][C:33](=[O:41])[C:34]3[CH:39]=[CH:38][C:37]([Cl:40])=[CH:36][CH:35]=3)=[N:31][C:27]=2[CH:26]=1)[C@H:18]([C:20]([CH3:23])([CH3:22])[CH3:21])[CH3:19])[C:9]1[CH:14]=[CH:13][CH:12]=[CH:11][CH:10]=1.[C:51]([C:53](=[CH:57][CH:58]([CH3:60])[CH3:59])[C:54](O)=[O:55])#[N:52].C1CN([P+](Br)(N2CCCC2)N2CCCC2)CC1.F[P-](F)(F)(F)(F)F. (3) The reactants are: [CH:1]1([CH2:7][CH2:8][CH2:9][C@@H:10]([C:19]2[O:23][N:22]=[C:21]([CH2:24]OS(C3C=CC(C)=CC=3)(=O)=O)[N:20]=2)[CH2:11][C:12]([O:14][C:15]([CH3:18])([CH3:17])[CH3:16])=[O:13])[CH2:6][CH2:5][CH2:4][CH2:3][CH2:2]1.[CH2:36]([NH2:38])[CH3:37]. Given the product [CH:1]1([CH2:7][CH2:8][CH2:9][C@@H:10]([C:19]2[O:23][N:22]=[C:21]([CH2:24][NH:38][CH2:36][CH3:37])[N:20]=2)[CH2:11][C:12]([O:14][C:15]([CH3:17])([CH3:16])[CH3:18])=[O:13])[CH2:2][CH2:3][CH2:4][CH2:5][CH2:6]1, predict the reactants needed to synthesize it. (4) Given the product [CH3:48][C:41]1[C:42]2[O:46][CH2:45][CH2:44][C:43]=2[CH:47]=[C:39]([C:37]([C:33]2[N:34]=[CH:35][N:36]=[C:31]([NH:11][C:12]3[CH:13]=[C:14]4[C:27](=[CH:28][CH:29]=3)[CH2:26][C:16]3([C:24]5[C:19](=[N:20][CH:21]=[CH:22][CH:23]=5)[NH:18][C:17]3=[O:25])[CH2:15]4)[CH:32]=2)=[O:38])[CH:40]=1, predict the reactants needed to synthesize it. The reactants are: C1(S(O)(=O)=O)C=CC=CC=1.[NH2:11][C:12]1[CH:13]=[C:14]2[C:27](=[CH:28][CH:29]=1)[CH2:26][C:16]1([C:24]3[C:19](=[N:20][CH:21]=[CH:22][CH:23]=3)[NH:18][C:17]1=[O:25])[CH2:15]2.Cl[C:31]1[N:36]=[CH:35][N:34]=[C:33]([C:37]([C:39]2[CH:40]=[C:41]([CH3:48])[C:42]3[O:46][CH2:45][CH2:44][C:43]=3[CH:47]=2)=[O:38])[CH:32]=1. (5) Given the product [CH2:6]([CH:13]1[CH2:18][CH2:17][N:16]([C:3](=[O:5])[CH2:2][Br:1])[CH2:15][CH2:14]1)[C:7]1[CH:12]=[CH:11][CH:10]=[CH:9][CH:8]=1, predict the reactants needed to synthesize it. The reactants are: [Br:1][CH2:2][C:3]([OH:5])=O.[CH2:6]([CH:13]1[CH2:18][CH2:17][NH:16][CH2:15][CH2:14]1)[C:7]1[CH:12]=[CH:11][CH:10]=[CH:9][CH:8]=1.C(N=C=NC(C)C)(C)C. (6) Given the product [CH2:1]([Si:9]([OH:14])([OH:10])[OH:12])[CH2:2][CH2:3][CH2:4][CH2:5][CH2:6][CH:7]=[CH2:8], predict the reactants needed to synthesize it. The reactants are: [CH2:1]([Si:9]([O:14]C)([O:12]C)[O:10]C)[CH2:2][CH2:3][CH2:4][CH2:5][CH2:6][CH:7]=[CH2:8]. (7) The reactants are: [CH3:1][C:2]1[CH:6]=[C:5]([C:7]2[CH:12]=[CH:11][C:10]([C:13]([F:16])([F:15])[F:14])=[CH:9][CH:8]=2)[O:4][N:3]=1.[H][H]. Given the product [NH2:3][C:2]([CH3:1])=[CH:6][C:5]([C:7]1[CH:12]=[CH:11][C:10]([C:13]([F:14])([F:15])[F:16])=[CH:9][CH:8]=1)=[O:4], predict the reactants needed to synthesize it.